From a dataset of Catalyst prediction with 721,799 reactions and 888 catalyst types from USPTO. Predict which catalyst facilitates the given reaction. (1) Reactant: [NH:1]1[CH2:6][CH2:5][CH:4]([CH2:7][C:8]2[CH:13]=[CH:12][C:11]([CH2:14][C:15]([OH:17])=[O:16])=[CH:10][CH:9]=2)[CH2:3][CH2:2]1.C[Si]([N-][Si](C)(C)C)(C)C.[Na+].Cl[C:29]([O:31][C:32]1[CH:37]=[CH:36][C:35]([O:38][C:39]2[CH:44]=[CH:43][C:42]([C:45]([F:48])([F:47])[F:46])=[CH:41][N:40]=2)=[CH:34][CH:33]=1)=[O:30]. Product: [F:47][C:45]([F:46])([F:48])[C:42]1[CH:43]=[CH:44][C:39]([O:38][C:35]2[CH:36]=[CH:37][C:32]([O:31][C:29]([N:1]3[CH2:6][CH2:5][CH:4]([CH2:7][C:8]4[CH:13]=[CH:12][C:11]([CH2:14][C:15]([OH:17])=[O:16])=[CH:10][CH:9]=4)[CH2:3][CH2:2]3)=[O:30])=[CH:33][CH:34]=2)=[N:40][CH:41]=1. The catalyst class is: 4. (2) Reactant: [CH2:1]([N:5]1C2C(=CC(C)=CC=2)[CH:7]=[C:6]1[C:15]([O:17][CH2:18][CH3:19])=[O:16])[CH:2]([CH3:4])[CH3:3].[Br:20]N1C(=O)CCC1=O.N(C(C)(C)C#N)=NC(C)(C)C#N.[C:40]([O-:43])(=O)C.[K+].[CH:45]1[CH:50]=[CH:49][CH:48]=[CH:47][CH:46]=1. Product: [Br:20][C:7]1[C:50]2[C:45](=[CH:46][CH:47]=[C:48]([CH:40]=[O:43])[CH:49]=2)[N:5]([CH2:1][CH:2]([CH3:4])[CH3:3])[C:6]=1[C:15]([O:17][CH2:18][CH3:19])=[O:16]. The catalyst class is: 255. (3) The catalyst class is: 412. Reactant: Cl.C(O[C:5]([CH:7]1[CH2:12][CH2:11][N:10]([CH2:13][C:14]2[CH:19]=[CH:18][CH:17]=[CH:16][CH:15]=2)[CH2:9][C:8]1=O)=[O:6])C.Cl.[C:22]([NH2:25])(=[NH:24])[CH3:23].[O-]CC.[Na+]. Product: [CH2:13]([N:10]1[CH2:11][CH2:12][C:7]2[C:5](=[O:6])[NH:25][C:22]([CH3:23])=[N:24][C:8]=2[CH2:9]1)[C:14]1[CH:15]=[CH:16][CH:17]=[CH:18][CH:19]=1. (4) Reactant: [CH3:1][C:2]1[C:3]([C:11]2[S:15][C:14]([C:16]([OH:18])=O)=[CH:13][CH:12]=2)=[N:4][O:5][C:6]=1[C:7]([F:10])([F:9])[F:8].Cl.[F:20][C:21]1([F:25])[CH2:24][NH:23][CH2:22]1.C1COCC1.N1CCC1. Product: [F:20][C:21]1([F:25])[CH2:24][N:23]([C:16]([C:14]2[S:15][C:11]([C:3]3[C:2]([CH3:1])=[C:6]([C:7]([F:8])([F:9])[F:10])[O:5][N:4]=3)=[CH:12][CH:13]=2)=[O:18])[CH2:22]1. The catalyst class is: 66. (5) Reactant: [Br:1][C:2]1[N:7]=[C:6]([NH:8][C@H:9]([C:11]2[CH:16]=[CH:15][CH:14]=[CH:13][CH:12]=2)[CH3:10])[C:5]([NH2:17])=[N:4][CH:3]=1.[C:18](N1C=CN=C1)(N1C=CN=C1)=[O:19]. Product: [Br:1][C:2]1[N:7]=[C:6]2[N:8]([C@H:9]([C:11]3[CH:12]=[CH:13][CH:14]=[CH:15][CH:16]=3)[CH3:10])[C:18]([OH:19])=[N:17][C:5]2=[N:4][CH:3]=1. The catalyst class is: 1. (6) Reactant: [C:1]([CH2:3][CH2:4][CH2:5][C:6]1[N:10]([C:11]2[CH:16]=[CH:15][C:14]([C:17]([NH:19][CH2:20][CH3:21])=[O:18])=[CH:13][CH:12]=2)[N:9]=[N:8][C:7]=1[C:22]([NH:24][CH:25]1[CH2:27][CH2:26]1)=[O:23])#[N:2].C[Si]([N:32]=[N+:33]=[N-:34])(C)C. Product: [CH:25]1([NH:24][C:22]([C:7]2[N:8]=[N:9][N:10]([C:11]3[CH:12]=[CH:13][C:14]([C:17]([NH:19][CH2:20][CH3:21])=[O:18])=[CH:15][CH:16]=3)[C:6]=2[CH2:5][CH2:4][CH2:3][C:1]2[NH:34][N:33]=[N:32][N:2]=2)=[O:23])[CH2:26][CH2:27]1. The catalyst class is: 11.